From a dataset of HIV replication inhibition screening data with 41,000+ compounds from the AIDS Antiviral Screen. Binary Classification. Given a drug SMILES string, predict its activity (active/inactive) in a high-throughput screening assay against a specified biological target. (1) The compound is COc1cccc(SSc2cccc(OC)c2OC)c1OC. The result is 0 (inactive). (2) The drug is COc1ccc(C(c2ccc(OC)cc2)N2C(=O)CCC2C(=O)O)cc1. The result is 0 (inactive). (3) The molecule is CNN=C(CC(=O)c1sc(NNC(C)=O)nc1C)C(=O)Nc1ccc(OC)cc1OC. The result is 0 (inactive). (4) The compound is N#Cc1ccc(-n2cccc2)cc1. The result is 0 (inactive).